This data is from Orexin1 receptor HTS with 218,158 compounds and 233 confirmed actives. The task is: Binary Classification. Given a drug SMILES string, predict its activity (active/inactive) in a high-throughput screening assay against a specified biological target. (1) The compound is O=C1CC(Cc2[nH]c(c(c12)C)C(OCCOC(C)C)=O)c1cc(OC)c(OC)c(OC)c1. The result is 0 (inactive). (2) The compound is Brc1cc(C(OCC(=O)N2CCN(CC2)C(=O)c2occc2)=O)cnc1. The result is 0 (inactive). (3) The molecule is O=C(N1C2C(CCCC2)CCC1)Nc1ccccc1. The result is 0 (inactive). (4) The compound is Brc1cc(c(OCc2oc(nn2)c2ccc(OC)cc2)cc1)C. The result is 0 (inactive). (5) The drug is s1c(c2[nH]c(/[nH]c2c2ccccc2)=C2\C=C(OC)C(=O)C(OC)=C2)ccc1. The result is 0 (inactive).